Dataset: CYP3A4 inhibition data for predicting drug metabolism from PubChem BioAssay. Task: Regression/Classification. Given a drug SMILES string, predict its absorption, distribution, metabolism, or excretion properties. Task type varies by dataset: regression for continuous measurements (e.g., permeability, clearance, half-life) or binary classification for categorical outcomes (e.g., BBB penetration, CYP inhibition). Dataset: cyp3a4_veith. (1) The drug is Nc1nnc(CC(=O)N/N=C/c2cccc([N+](=O)[O-])c2)s1. The result is 1 (inhibitor). (2) The molecule is CN(Cc1ccccc1)S(=O)(=O)c1ccc(OCC(=O)N2CCOCC2)cc1. The result is 0 (non-inhibitor). (3) The drug is CCCn1c(=O)c(C)cn2nc(N)nc12. The result is 0 (non-inhibitor). (4) The drug is Cc1ccc(C)c(/C(O)=C2\C(=O)C(=O)N(Cc3cccnc3)C2c2cccnc2)c1. The result is 0 (non-inhibitor). (5) The result is 0 (non-inhibitor). The molecule is N[C@H](C(=O)O)[C@H](OCc1ccccc1)C(=O)O. (6) The molecule is C[n+]1cc(-c2ccccc2)n2c1CCCCC2.[I-]. The result is 0 (non-inhibitor). (7) The drug is CCn1ncc(/C=C/C(=O)NCc2cn(C)nc2C)c1C. The result is 0 (non-inhibitor). (8) The molecule is Cn1c(SCC(=O)N/N=C/C=C\c2ccco2)nc2ccccc21. The result is 0 (non-inhibitor). (9) The compound is CC[C@H](C)[C@@H]1O[C@]2(CC[C@@H]1C)C[C@H]1C[C@H](C/C=C(/C)[C@@H](O[C@@H]3C[C@H](OC)[C@H](O[C@@H]4C[C@H](OC)[C@H](O)[C@H](C)O4)[C@H](C)O3)[C@@H](C)/C=C\C=C3CO[C@@H]4[C@@H](O)C(C)=C[C@@H](C(=O)O1)[C@]34O)O2. The result is 0 (non-inhibitor).